From a dataset of Forward reaction prediction with 1.9M reactions from USPTO patents (1976-2016). Predict the product of the given reaction. Given the reactants [N+]([CH2:3][C:4]([O:6][CH2:7][CH3:8])=[O:5])#[C-].[C:9]([O-])([O-])=O.[K+].[K+].BrC[C:17]1[CH:22]=[C:21]([Cl:23])[C:20]([Cl:24])=[CH:19][C:18]=1[CH2:25]Br.[C:27](#[N:29])C, predict the reaction product. The product is: [CH2:7]([O:6][C:4]([CH:3]1[CH2:9][C:19]2[C:18](=[CH:17][CH:22]=[C:21]([Cl:23])[C:20]=2[Cl:24])[CH:25]1[N+:29]#[C-:27])=[O:5])[CH3:8].